From a dataset of Reaction yield outcomes from USPTO patents with 853,638 reactions. Predict the reaction yield, written as a fraction of the theoretical maximum amount of product (1.0 means a 100% yield; for example, 0.34 means a 34% yield). (1) The reactants are [ClH:1].O1CCOCC1.[NH2:8][CH:9]([CH2:37][O:38]C(C)(C)C)[C:10]([NH:12][C:13]1[CH:18]=[C:17]([C:19]([C:23]2[CH:28]=[C:27]([O:29][CH3:30])[C:26]([O:31][CH3:32])=[C:25]([O:33][CH3:34])[CH:24]=2)=[CH:20][C:21]#[N:22])[CH:16]=[CH:15][C:14]=1[O:35][CH3:36])=[O:11].CCOCC. The catalyst is C(Cl)Cl. The product is [ClH:1].[NH2:8][CH:9]([CH2:37][OH:38])[C:10]([NH:12][C:13]1[CH:18]=[C:17]([C:19]([C:23]2[CH:28]=[C:27]([O:29][CH3:30])[C:26]([O:31][CH3:32])=[C:25]([O:33][CH3:34])[CH:24]=2)=[CH:20][C:21]#[N:22])[CH:16]=[CH:15][C:14]=1[O:35][CH3:36])=[O:11]. The yield is 0.780. (2) The reactants are [CH3:1][CH2:2][CH:3]([OH:7])[CH2:4][C:5]#[CH:6].[OH:8]/[N:9]=[CH:10]/[CH2:11][CH2:12][C@@:13]([CH3:28])([S:24]([CH3:27])(=[O:26])=[O:25])[C:14]([O:16][CH2:17][C:18]1[CH:23]=[CH:22][CH:21]=[CH:20][CH:19]=1)=[O:15].[O-]Cl=O.[Na+]. The catalyst is C(Cl)Cl. The product is [OH:7][CH:3]([CH2:2][CH3:1])[CH2:4][C:5]1[O:8][N:9]=[C:10]([CH2:11][CH2:12][C@@:13]([CH3:28])([S:24]([CH3:27])(=[O:26])=[O:25])[C:14]([O:16][CH2:17][C:18]2[CH:23]=[CH:22][CH:21]=[CH:20][CH:19]=2)=[O:15])[CH:6]=1. The yield is 0.348. (3) The reactants are C([O:3][C:4]([C:6]1([CH3:27])[CH2:11][CH2:10][CH2:9][N:8]([CH2:12][C:13]2[CH:18]=[CH:17][CH:16]=[C:15]([O:19][C:20]3[CH:25]=[CH:24][CH:23]=[CH:22][CH:21]=3)[CH:14]=2)[C:7]1=[O:26])=[O:5])C.CO.O.O.[OH-].[Li+]. The catalyst is O1CCCC1. The product is [CH3:27][C:6]1([C:4]([OH:5])=[O:3])[CH2:11][CH2:10][CH2:9][N:8]([CH2:12][C:13]2[CH:18]=[CH:17][CH:16]=[C:15]([O:19][C:20]3[CH:21]=[CH:22][CH:23]=[CH:24][CH:25]=3)[CH:14]=2)[C:7]1=[O:26]. The yield is 0.930. (4) The reactants are [C:1]12([C:11](=[O:20])[CH2:12][S:13][CH2:14][C:15]3[S:16][CH:17]=[CH:18][CH:19]=3)[CH2:10][CH:5]3[CH2:6][CH:7]([CH2:9][CH:3]([CH2:4]3)[CH2:2]1)[CH2:8]2.C1C=C(Cl)C=C(C(OO)=[O:29])C=1. The catalyst is C(Cl)Cl. The product is [C:1]12([C:11](=[O:20])[CH2:12][S:13]([CH2:14][C:15]3[S:16][CH:17]=[CH:18][CH:19]=3)=[O:29])[CH2:10][CH:5]3[CH2:6][CH:7]([CH2:9][CH:3]([CH2:4]3)[CH2:2]1)[CH2:8]2. The yield is 0.870. (5) The reactants are [NH:1]1[C:5]2[CH:6]=[CH:7][CH:8]=[C:9]([N:10]3[C:14]4=[N:15][CH:16]=[N:17][C:18]([NH:19][NH2:20])=[C:13]4[CH:12]=[N:11]3)[C:4]=2[N:3]=[CH:2]1.[C:21]([C:24]1[CH:31]=[CH:30][C:27]([CH:28]=O)=[CH:26][CH:25]=1)([OH:23])=[O:22].COC1N=C(N2C3=NC=NC(NN=CC4C=CN=CC=4)=C3C=N2)C=CC=1. No catalyst specified. The product is [NH:1]1[C:5]2[CH:6]=[CH:7][CH:8]=[C:9]([N:10]3[C:14]4=[N:15][CH:16]=[N:17][C:18]([NH:19]/[N:20]=[CH:28]/[C:27]5[CH:30]=[CH:31][C:24]([C:21]([OH:23])=[O:22])=[CH:25][CH:26]=5)=[C:13]4[CH:12]=[N:11]3)[C:4]=2[N:3]=[CH:2]1. The yield is 0.810.